Dataset: Full USPTO retrosynthesis dataset with 1.9M reactions from patents (1976-2016). Task: Predict the reactants needed to synthesize the given product. (1) Given the product [CH3:19][N:20]([C:2]1[CH:7]=[CH:6][C:5]([CH:8]([C:14]([O:16][CH2:17][CH3:18])=[O:15])[C:9]([O:11][CH2:12][CH3:13])=[O:10])=[CH:4][CH:3]=1)[C:21]1[CH:26]=[CH:25][CH:24]=[CH:23][CH:22]=1, predict the reactants needed to synthesize it. The reactants are: Br[C:2]1[CH:7]=[CH:6][C:5]([CH:8]([C:14]([O:16][CH2:17][CH3:18])=[O:15])[C:9]([O:11][CH2:12][CH3:13])=[O:10])=[CH:4][CH:3]=1.[CH3:19][NH:20][C:21]1[CH:26]=[CH:25][CH:24]=[CH:23][CH:22]=1.C1(P(C2CCCCC2)C2C=CC=CC=2C2C(C(C)C)=CC(C(C)C)=CC=2C(C)C)CCCCC1.C(=O)([O-])[O-].[K+].[K+]. (2) Given the product [F:1][C:2]1[CH:10]=[C:9]2[C:5]([C:6]([C:11]3[CH:12]=[CH:13][C:14]4[S:18](=[O:20])(=[O:19])[N:17]([CH2:21][CH2:22][C:23]([N:31]5[CH2:30][CH2:29][N:28]([C:34]([O:36][C:37]([CH3:40])([CH3:39])[CH3:38])=[O:35])[CH2:33][CH2:32]5)=[O:24])[CH:16]([CH3:26])[C:15]=4[CH:27]=3)=[CH:7][NH:8]2)=[CH:4][CH:3]=1, predict the reactants needed to synthesize it. The reactants are: [F:1][C:2]1[CH:10]=[C:9]2[C:5]([C:6]([C:11]3[CH:12]=[CH:13][C:14]4[S:18](=[O:20])(=[O:19])[N:17]([CH2:21][CH2:22][C:23](O)=[O:24])[CH:16]([CH3:26])[C:15]=4[CH:27]=3)=[CH:7][NH:8]2)=[CH:4][CH:3]=1.[N:28]1([C:34]([O:36][C:37]([CH3:40])([CH3:39])[CH3:38])=[O:35])[CH2:33][CH2:32][NH:31][CH2:30][CH2:29]1.CCN(C(C)C)C(C)C.CN(C(ON1N=NC2C=CC=NC1=2)=[N+](C)C)C.F[P-](F)(F)(F)(F)F.